From a dataset of Reaction yield outcomes from USPTO patents with 853,638 reactions. Predict the reaction yield, written as a fraction of the theoretical maximum amount of product (1.0 means a 100% yield; for example, 0.34 means a 34% yield). (1) The reactants are [O:1]=[C:2]1[CH:7]=[C:6]([O:8][CH2:9][C:10]2[N:11]=[N:12][C:13]([C:16]([F:19])([F:18])[F:17])=[CH:14][CH:15]=2)[CH:5]=[CH:4][N:3]1[C:20]1[CH:25]=[CH:24][C:23]2[C:26]3[CH2:27][N:28](C(OC(C)(C)C)=O)[CH2:29][CH2:30][C:31]=3[O:32][C:22]=2[CH:21]=1.Cl. The catalyst is CO.CCOCC. The product is [CH2:27]1[C:26]2[C:23]3[CH:24]=[CH:25][C:20]([N:3]4[CH:4]=[CH:5][C:6]([O:8][CH2:9][C:10]5[N:11]=[N:12][C:13]([C:16]([F:18])([F:17])[F:19])=[CH:14][CH:15]=5)=[CH:7][C:2]4=[O:1])=[CH:21][C:22]=3[O:32][C:31]=2[CH2:30][CH2:29][NH:28]1. The yield is 1.00. (2) The reactants are S=C1[N:6]([C:7]([O:9][CH2:10][C:11]2[CH:16]=[CH:15][C:14]([O:17][C:18](=[O:20])[CH3:19])=[C:13]([O:21][CH3:22])[CH:12]=2)=[O:8])[CH2:5][CH2:4]S1.C(N)[C:24]1[CH:29]=[CH:28]C=[CH:26][CH:25]=1. The catalyst is C1COCC1.C(OCC)C. The product is [C:18]([O:17][C:14]1[CH:15]=[CH:16][C:11]([CH2:10][O:9][C:7](=[O:8])[NH:6][CH2:5][C:4]2[CH:28]=[CH:29][CH:24]=[CH:25][CH:26]=2)=[CH:12][C:13]=1[O:21][CH3:22])(=[O:20])[CH3:19]. The yield is 0.0700. (3) The reactants are NC1[S:3][C:4]2[CH:10]=[C:9]([CH2:11][CH2:12][CH2:13][CH2:14][CH2:15][CH2:16][CH2:17][CH2:18][CH2:19][CH2:20][CH2:21][CH3:22])[CH:8]=[CH:7][C:5]=2[N:6]=1.[OH-].[K+]. The catalyst is O. The product is [NH2:6][C:5]1[CH:7]=[CH:8][C:9]([CH2:11][CH2:12][CH2:13][CH2:14][CH2:15][CH2:16][CH2:17][CH2:18][CH2:19][CH2:20][CH2:21][CH3:22])=[CH:10][C:4]=1[SH:3]. The yield is 0.932. (4) The reactants are [F:1][C:2]1[CH:7]=[CH:6][C:5]([C:8]2[C:20]([C:21]3[CH:26]=[CH:25][N:24]=[C:23]([NH:27][CH2:28][CH2:29][CH2:30][O:31]CC4C=CC(OC)=CC=4)[N:22]=3)=[C:11]3[CH:12]=[CH:13][C:14]([C:16]([F:19])([F:18])[F:17])=[CH:15][N:10]3[N:9]=2)=[CH:4][CH:3]=1.C([O-])(O)=O.[Na+]. The catalyst is Cl.O1CCOCC1. The product is [F:1][C:2]1[CH:7]=[CH:6][C:5]([C:8]2[C:20]([C:21]3[CH:26]=[CH:25][N:24]=[C:23]([NH:27][CH2:28][CH2:29][CH2:30][OH:31])[N:22]=3)=[C:11]3[CH:12]=[CH:13][C:14]([C:16]([F:19])([F:17])[F:18])=[CH:15][N:10]3[N:9]=2)=[CH:4][CH:3]=1. The yield is 0.800.